From a dataset of Full USPTO retrosynthesis dataset with 1.9M reactions from patents (1976-2016). Predict the reactants needed to synthesize the given product. (1) The reactants are: [F:1][C:2]1[CH:3]=[CH:4][C:5]([C:8]2[C:12](/[CH:13]=[CH:14]/[C:15]3[S:16][C:17]([C:20]([OH:22])=O)=[CH:18][N:19]=3)=[C:11]([CH3:23])[O:10][N:9]=2)=[N:6][CH:7]=1.[NH2:24][C:25]([CH3:29])([CH3:28])[CH2:26][OH:27]. Given the product [OH:27][CH2:26][C:25]([NH:24][C:20]([C:17]1[S:16][C:15](/[CH:14]=[CH:13]/[C:12]2[C:8]([C:5]3[CH:4]=[CH:3][C:2]([F:1])=[CH:7][N:6]=3)=[N:9][O:10][C:11]=2[CH3:23])=[N:19][CH:18]=1)=[O:22])([CH3:29])[CH3:28], predict the reactants needed to synthesize it. (2) Given the product [C:40]([C:44]1[N:48]=[C:47]([C:31]([NH:30][CH2:29][C:26]2[CH:27]=[CH:28][C:23]([C:22]3[CH:21]=[CH:20][N:19]=[C:18]4[NH:39][C:15]([C:12]5[CH:11]=[CH:10][C:9]([N:4]6[CH2:5][CH2:6][C@H:7]([OH:8])[C@@H:2]([OH:1])[CH2:3]6)=[CH:14][N:13]=5)=[N:16][C:17]=34)=[CH:24][C:25]=2[F:38])=[O:32])[O:46][N:45]=1)([CH3:43])([CH3:42])[CH3:41], predict the reactants needed to synthesize it. The reactants are: [OH:1][C@@H:2]1[C@@H:7]([OH:8])[CH2:6][CH2:5][N:4]([C:9]2[CH:10]=[CH:11][C:12]([C:15]3[NH:39][C:18]4=[N:19][CH:20]=[CH:21][C:22]([C:23]5[CH:28]=[CH:27][C:26]([CH2:29][NH:30][C:31](=O)[O:32]C(C)(C)C)=[C:25]([F:38])[CH:24]=5)=[C:17]4[N:16]=3)=[N:13][CH:14]=2)[CH2:3]1.[C:40]([C:44]1[N:48]=[C:47](C(OC)=O)[O:46][N:45]=1)([CH3:43])([CH3:42])[CH3:41]. (3) Given the product [CH2:11]([O:18][C:19]1[CH:20]=[C:21]2[C:26](=[CH:27][CH:28]=1)[C:25]([C:29]([OH:6])=[O:30])=[CH:24][CH:23]=[C:22]2[N:31]([CH2:32][C:33]1[CH:34]=[CH:35][CH:36]=[CH:37][CH:38]=1)[CH2:39][C:40]1[CH:45]=[CH:44][CH:43]=[CH:42][CH:41]=1)[C:12]1[CH:13]=[CH:14][CH:15]=[CH:16][CH:17]=1, predict the reactants needed to synthesize it. The reactants are: Cl([O-])=O.[Na+].P([O-])(O)(O)=[O:6].[Na+].[CH2:11]([O:18][C:19]1[CH:20]=[C:21]2[C:26](=[CH:27][CH:28]=1)[C:25]([CH:29]=[O:30])=[CH:24][CH:23]=[C:22]2[N:31]([CH2:39][C:40]1[CH:45]=[CH:44][CH:43]=[CH:42][CH:41]=1)[CH2:32][C:33]1[CH:38]=[CH:37][CH:36]=[CH:35][CH:34]=1)[C:12]1[CH:17]=[CH:16][CH:15]=[CH:14][CH:13]=1.CC(=CC)C. (4) Given the product [CH:53]([C:47]1[CH:48]=[CH:49][C:50]([CH3:52])=[CH:51][C:46]=1[N:39]1[C:38](=[O:56])[CH2:37][S:41]/[C:40]/1=[N:42]\[C:43]([NH:4][CH2:3][C:2]([CH3:1])([C:6]1[CH:11]=[CH:10][C:9]([C:12]2[N:16]=[CH:15][N:14]([C:17]3[CH:22]=[CH:21][C:20]([O:23][C:24]([F:27])([F:26])[F:25])=[CH:19][CH:18]=3)[N:13]=2)=[CH:8][CH:7]=1)[CH3:5])=[O:44])([CH3:55])[CH3:54], predict the reactants needed to synthesize it. The reactants are: [CH3:1][C:2]([C:6]1[CH:11]=[CH:10][C:9]([C:12]2[N:16]=[CH:15][N:14]([C:17]3[CH:22]=[CH:21][C:20]([O:23][C:24]([F:27])([F:26])[F:25])=[CH:19][CH:18]=3)[N:13]=2)=[CH:8][CH:7]=1)([CH3:5])[CH2:3][NH2:4].[N+](C1C=CC([CH:37]2[S:41]/[C:40](=[N:42]\[C:43](=O)[O-:44])/[N:39]([C:46]3[CH:51]=[C:50]([CH3:52])[CH:49]=[CH:48][C:47]=3[CH:53]([CH3:55])[CH3:54])[C:38]2=[O:56])=CC=1)([O-])=O. (5) The reactants are: C[O:2][C:3](=[O:22])[CH:4]=[CH:5][C:6]1[CH:11]=[CH:10][CH:9]=[C:8]([S:12](=[O:21])(=[O:20])[NH:13][C:14]2[CH:19]=[CH:18][CH:17]=[CH:16][CH:15]=2)[CH:7]=1.[OH-].[Na+]. Given the product [C:14]1([NH:13][S:12]([C:8]2[CH:7]=[C:6]([CH:5]=[CH:4][C:3]([OH:22])=[O:2])[CH:11]=[CH:10][CH:9]=2)(=[O:21])=[O:20])[CH:15]=[CH:16][CH:17]=[CH:18][CH:19]=1, predict the reactants needed to synthesize it. (6) Given the product [C:5]([C:9]1[CH:49]=[CH:48][C:12]([C:13]([NH:15][C@@H:16]([CH2:17][C:18]2[CH:43]=[CH:42][C:21]([C:22]3[O:24][CH:25]=[C:26]([C:28]4[CH:33]=[CH:32][C:31]([O:34][CH2:35][CH2:36][CH2:37][CH2:38][CH2:39][CH2:40][CH3:41])=[CH:30][CH:29]=4)[N:4]=3)=[CH:20][CH:19]=2)[C:44]([O:46][CH3:47])=[O:45])=[O:14])=[CH:11][CH:10]=1)([CH3:8])([CH3:7])[CH3:6], predict the reactants needed to synthesize it. The reactants are: C([NH2:4])(=O)C.[C:5]([C:9]1[CH:49]=[CH:48][C:12]([C:13]([NH:15][C@H:16]([C:44]([O:46][CH3:47])=[O:45])[CH2:17][C:18]2[CH:43]=[CH:42][C:21]([C:22]([O:24][CH2:25][C:26]([C:28]3[CH:33]=[CH:32][C:31]([O:34][CH2:35][CH2:36][CH2:37][CH2:38][CH2:39][CH2:40][CH3:41])=[CH:30][CH:29]=3)=O)=O)=[CH:20][CH:19]=2)=[O:14])=[CH:11][CH:10]=1)([CH3:8])([CH3:7])[CH3:6]. (7) Given the product [Cl:1][C:2]1[CH:3]=[C:4]([CH:25]=[CH:26][C:27]=1[O:28][CH3:29])[CH2:5][NH:6][C:7]1[C:12]([C:13]([NH:15][CH2:16][C:17]2[N:18]=[CH:19][CH:20]=[CH:21][N:22]=2)=[O:14])=[CH:11][N:10]=[C:9]([S:23]([CH3:24])=[O:38])[N:8]=1, predict the reactants needed to synthesize it. The reactants are: [Cl:1][C:2]1[CH:3]=[C:4]([CH:25]=[CH:26][C:27]=1[O:28][CH3:29])[CH2:5][NH:6][C:7]1[C:12]([C:13]([NH:15][CH2:16][C:17]2[N:22]=[CH:21][CH:20]=[CH:19][N:18]=2)=[O:14])=[CH:11][N:10]=[C:9]([S:23][CH3:24])[N:8]=1.C1C=C(Cl)C=C(C(OO)=[O:38])C=1. (8) Given the product [CH3:1][C:2]1[CH:7]=[C:6]([CH3:8])[N:5]=[C:4]([N:9]2[CH2:16][CH:15]3[CH:11]([CH2:12][N:13]([C:28]([C:26]4[C:25]([C:31]5[O:32][C:33]([CH3:36])=[CH:34][N:35]=5)=[CH:24][CH:23]=[C:22]([CH3:21])[N:27]=4)=[O:29])[CH2:14]3)[CH2:10]2)[N:3]=1, predict the reactants needed to synthesize it. The reactants are: [CH3:1][C:2]1[CH:7]=[C:6]([CH3:8])[N:5]=[C:4]([N:9]2[CH2:16][CH:15]3[CH:11]([CH2:12][NH:13][CH2:14]3)[CH2:10]2)[N:3]=1.CC(O)=O.[CH3:21][C:22]1[N:27]=[C:26]([C:28](O)=[O:29])[C:25]([C:31]2[O:32][C:33]([CH3:36])=[CH:34][N:35]=2)=[CH:24][CH:23]=1.